The task is: Predict which catalyst facilitates the given reaction.. This data is from Catalyst prediction with 721,799 reactions and 888 catalyst types from USPTO. (1) Reactant: Cl.[CH3:2][Si:3]1([CH3:9])[CH2:8][CH2:7][NH:6][CH2:5][CH2:4]1.C(N(CC)CC)C.[F:17][C:18]1[CH:19]=[C:20]([N+:25]([O-:27])=[O:26])[CH:21]=[CH:22][C:23]=1F.O. Product: [F:17][C:18]1[CH:19]=[C:20]([N+:25]([O-:27])=[O:26])[CH:21]=[CH:22][C:23]=1[N:6]1[CH2:7][CH2:8][Si:3]([CH3:9])([CH3:2])[CH2:4][CH2:5]1. The catalyst class is: 413. (2) Reactant: [N+:1]([C:4]1[CH:26]=[CH:25][CH:24]=[CH:23][C:5]=1[NH:6][C:7]1[CH:8]=[CH:9][C:10]2[C:16](=[O:17])[C:15]3[CH:18]=[CH:19][CH:20]=[CH:21][C:14]=3[CH2:13][S:12][C:11]=2[CH:22]=1)([O-])=O.Cl.[Sn]. Product: [NH2:1][C:4]1[CH:26]=[CH:25][CH:24]=[CH:23][C:5]=1[NH:6][C:7]1[CH:8]=[CH:9][C:10]2[C:16](=[O:17])[C:15]3[CH:18]=[CH:19][CH:20]=[CH:21][C:14]=3[CH2:13][S:12][C:11]=2[CH:22]=1. The catalyst class is: 32. (3) Reactant: C[O:2][C:3]([C:5]1[C:13]2[N:12]=[C:11]([C:14]3[CH:19]=[CH:18][C:17]([Cl:20])=[CH:16][C:15]=3[Cl:21])[NH:10][C:9]=2[C:8]([O:22]C)=[CH:7][CH:6]=1)=[O:4].[Cl-].[Al+3].[Cl-].[Cl-].Cl. Product: [Cl:21][C:15]1[CH:16]=[C:17]([Cl:20])[CH:18]=[CH:19][C:14]=1[C:11]1[NH:10][C:9]2[C:8]([OH:22])=[CH:7][CH:6]=[C:5]([C:3]([OH:4])=[O:2])[C:13]=2[N:12]=1. The catalyst class is: 11. (4) Reactant: [O:1]=[C:2]1[N:7]2[CH2:8][CH2:9][C:10]3[C:15]([C:6]2=[CH:5][CH:4]=[C:3]1[C:16]([OH:18])=O)=[CH:14][CH:13]=[CH:12][CH:11]=3.Cl.C(N=C=NCCCN(C)C)C.ON1C2C=CC=CC=2N=N1.[CH2:41]([NH2:49])[CH2:42][C:43]1[CH:48]=[CH:47][CH:46]=[CH:45][CH:44]=1. Product: [CH2:41]([NH:49][C:16]([C:3]1[C:2](=[O:1])[N:7]2[CH2:8][CH2:9][C:10]3[C:15]([C:6]2=[CH:5][CH:4]=1)=[CH:14][CH:13]=[CH:12][CH:11]=3)=[O:18])[CH2:42][C:43]1[CH:48]=[CH:47][CH:46]=[CH:45][CH:44]=1. The catalyst class is: 3. (5) Reactant: [C:1]1([C@H:11]([NH:13][C@H:14]2[CH2:18][CH2:17][C@@H:16]([C:19]3[CH:28]=[CH:27][C:22]([O:23][CH2:24][C:25]#[N:26])=[CH:21][CH:20]=3)[CH2:15]2)[CH3:12])[C:10]2[C:5](=[CH:6][CH:7]=[CH:8][CH:9]=2)[CH:4]=[CH:3][CH:2]=1.[Cl-:29].[NH4+].[N-:31]=[N+:32]=[N-:33].[Na+].O. Product: [ClH:29].[C:1]1([C@H:11]([NH:13][C@H:14]2[CH2:18][CH2:17][C@@H:16]([C:19]3[CH:20]=[CH:21][C:22]([O:23][CH2:24][C:25]4[N:31]=[N:32][NH:33][N:26]=4)=[CH:27][CH:28]=3)[CH2:15]2)[CH3:12])[C:10]2[C:5](=[CH:6][CH:7]=[CH:8][CH:9]=2)[CH:4]=[CH:3][CH:2]=1. The catalyst class is: 9. (6) Reactant: C[N:2]1[CH2:6][CH2:5][CH2:4][C:3]1=[O:7].[C:8]([OH:11])(=[O:10])C.[C:12](O)(=O)[CH3:13].N[C:17](=N)[C:18]1[CH:46]=CC(OCCCC2CCN(CCCOC3C=CC(C(N)=N)=CC=3)CC2)=C[CH:19]=1.C(N1C=CN=C1)(N1C=CN=C1)=[O:49].[NH2:60][C:61](=[N:91]O)[C:62]1[CH:90]=[CH:89][C:65]([O:66][CH2:67][CH2:68][CH2:69][CH:70]2[CH2:75][CH2:74][N:73]([CH2:76][CH2:77][CH2:78][O:79][C:80]3[CH:88]=[CH:87][C:83]([C:84]([NH2:86])=[O:85])=[CH:82][CH:81]=3)[CH2:72][CH2:71]2)=[CH:64][CH:63]=1. Product: [NH2:60][C:61](=[N:91][O:11][C:8](=[O:10])[C@@H:6]([NH:2][C:3]([O:7][C:18]([CH3:46])([CH3:19])[CH3:17])=[O:49])[C@@H:5]([CH3:4])[CH2:12][CH3:13])[C:62]1[CH:90]=[CH:89][C:65]([O:66][CH2:67][CH2:68][CH2:69][CH:70]2[CH2:75][CH2:74][N:73]([CH2:76][CH2:77][CH2:78][O:79][C:80]3[CH:88]=[CH:87][C:83]([C:84]([NH2:86])=[O:85])=[CH:82][CH:81]=3)[CH2:72][CH2:71]2)=[CH:64][CH:63]=1. The catalyst class is: 69.